Dataset: Full USPTO retrosynthesis dataset with 1.9M reactions from patents (1976-2016). Task: Predict the reactants needed to synthesize the given product. (1) The reactants are: [Cl:1][C:2]1[CH:7]=[CH:6][C:5]([OH:8])=[CH:4][C:3]=1[F:9].[Cl:10][C:11]1[C:12](F)=[CH:13][C:14]2[O:19][CH:18]([C:20]([F:23])([F:22])[F:21])[C:17]([C:24]([O:26]CC)=[O:25])=[CH:16][C:15]=2[CH:29]=1. Given the product [Cl:10][C:11]1[C:12]([O:8][C:5]2[CH:6]=[CH:7][C:2]([Cl:1])=[C:3]([F:9])[CH:4]=2)=[CH:13][C:14]2[O:19][CH:18]([C:20]([F:22])([F:21])[F:23])[C:17]([C:24]([OH:26])=[O:25])=[CH:16][C:15]=2[CH:29]=1, predict the reactants needed to synthesize it. (2) Given the product [CH2:1]([C:5]1[N:9]([C:10]2[CH:15]=[CH:14][CH:13]=[CH:12][CH:11]=2)[N:8]=[C:7]([CH2:16][NH:17][S:36]([C:27]2[CH:28]=[CH:29][C:30]3[C:35](=[CH:34][CH:33]=[CH:32][CH:31]=3)[CH:26]=2)(=[O:38])=[O:37])[C:6]=1[CH3:18])[CH:2]([CH3:4])[CH3:3], predict the reactants needed to synthesize it. The reactants are: [CH2:1]([C:5]1[N:9]([C:10]2[CH:15]=[CH:14][CH:13]=[CH:12][CH:11]=2)[N:8]=[C:7]([CH2:16][NH2:17])[C:6]=1[CH3:18])[CH:2]([CH3:4])[CH3:3].C(N(CC)CC)C.[CH:26]1[C:35]2[C:30](=[CH:31][CH:32]=[CH:33][CH:34]=2)[CH:29]=[CH:28][C:27]=1[S:36](Cl)(=[O:38])=[O:37].O. (3) Given the product [F:24][C:23]1[C:18]([C:2]2[CH:7]=[CH:6][C:5]([CH3:8])=[CH:4][N+:3]=2[O-:9])=[N:19][C:20]([CH3:25])=[CH:21][CH:22]=1, predict the reactants needed to synthesize it. The reactants are: Br[C:2]1[CH:7]=[CH:6][C:5]([CH3:8])=[CH:4][N+:3]=1[O-:9].C([Mg]Cl)(C)C.[Li+].[Cl-].Br[C:18]1[C:23]([F:24])=[CH:22][CH:21]=[C:20]([CH3:25])[N:19]=1. (4) Given the product [Cl:19][C:20]1[C:25]([N:14]2[CH2:13][CH2:12][CH:11]([C:9]3[NH:8][C:7]4[CH:17]=[CH:18][C:4]([CH:1]5[CH2:2][CH2:3]5)=[CH:5][C:6]=4[N:10]=3)[CH2:16][CH2:15]2)=[N:24][CH:23]=[CH:22][N:21]=1, predict the reactants needed to synthesize it. The reactants are: [CH:1]1([C:4]2[CH:18]=[CH:17][C:7]3[NH:8][C:9]([CH:11]4[CH2:16][CH2:15][NH:14][CH2:13][CH2:12]4)=[N:10][C:6]=3[CH:5]=2)[CH2:3][CH2:2]1.[Cl:19][C:20]1[C:25](Cl)=[N:24][CH:23]=[CH:22][N:21]=1.C([O-])([O-])=O.[K+].[K+]. (5) Given the product [Cl:1][C:2]1[CH:3]=[C:4]([C:9]2[CH:13]=[C:12]([C:14]3[CH:19]=[CH:18][C:17]([O:20][CH3:21])=[CH:16][CH:15]=3)[N:11]([CH2:22][C:23]3[CH:31]=[CH:30][C:26]([C:27]([NH:45][C:37]4[NH:38][N:35]=[N:34][N:33]=4)=[O:28])=[CH:25][CH:24]=3)[N:10]=2)[CH:5]=[C:6]([Cl:8])[CH:7]=1, predict the reactants needed to synthesize it. The reactants are: [Cl:1][C:2]1[CH:3]=[C:4]([C:9]2[CH:13]=[C:12]([C:14]3[CH:19]=[CH:18][C:17]([O:20][CH3:21])=[CH:16][CH:15]=3)[N:11]([CH2:22][C:23]3[CH:31]=[CH:30][C:26]([C:27](O)=[O:28])=[CH:25][CH:24]=3)[N:10]=2)[CH:5]=[C:6]([Cl:8])[CH:7]=1.O[N:33]1[C:37]2[N:38]=CC=CC=2[N:35]=[N:34]1.C([N:45](CC)C(C)C)(C)C.Cl.CN(C)CCCN=C=NCC.NC1NN=NN=1.F[P-](F)(F)(F)(F)F.Br[P+](N1CCCC1)(N1CCCC1)N1CCCC1. (6) Given the product [O:28]1[C:24]2[CH:23]=[CH:22][C:21]([CH:9]3[C:10]4[NH:11][C:12]5[C:17](=[CH:16][CH:15]=[CH:14][CH:13]=5)[C:18]=4[CH2:19][CH2:20][N:8]3[C:5]3[N:4]=[CH:3][C:2]([C:35]4[N:31]([CH3:30])[C:32]([CH3:36])=[N:33][CH:34]=4)=[CH:7][N:6]=3)=[CH:29][C:25]=2[CH2:26][CH2:27]1, predict the reactants needed to synthesize it. The reactants are: Br[C:2]1[CH:3]=[N:4][C:5]([N:8]2[CH2:20][CH2:19][C:18]3[C:17]4[C:12](=[CH:13][CH:14]=[CH:15][CH:16]=4)[NH:11][C:10]=3[CH:9]2[C:21]2[CH:22]=[CH:23][C:24]3[O:28][CH2:27][CH2:26][C:25]=3[CH:29]=2)=[N:6][CH:7]=1.[CH3:30][N:31]1[CH:35]=[CH:34][N:33]=[C:32]1[CH3:36].C1C=CC(P(C2C=CC=CC=2)C2C=CC=CC=2)=CC=1.C([O-])([O-])=O.[K+].[K+].[OH-].[Na+].